From a dataset of Catalyst prediction with 721,799 reactions and 888 catalyst types from USPTO. Predict which catalyst facilitates the given reaction. (1) Reactant: C(CCC[N:7]([CH3:61])[C@H:8]([C:12]([NH:14][C@H:15]([C:19]([N:21]([C@@H:23]([C@@H:57]([CH3:60])[CH2:58][CH3:59])[C@H:24]([O:55][CH3:56])[CH2:25][C:26]([N:28]1[CH2:32][CH2:31][CH2:30][C@H:29]1[C@H:33]([O:53][CH3:54])[C@@H:34]([CH3:52])[C:35]([NH:37][C@@H:38]([CH2:42][C:43]1[C:51]2[C:46](=[CH:47][CH:48]=[CH:49][CH:50]=2)[NH:45][CH:44]=1)[C:39]([NH2:41])=[O:40])=[O:36])=[O:27])[CH3:22])=[O:20])[CH:16]([CH3:18])[CH3:17])=[O:13])[CH:9]([CH3:11])[CH3:10])(O)=O.F[P-](F)(F)(F)(F)F.N1([O:78][C:79](N(C)C)=[N+](C)C)C2N=CC=CC=2N=N1.C(N(CC)[CH:90]([CH3:92])[CH3:91])(C)C.[O:95]=[C:96]1[CH:100]=[CH:99][C:98](=[O:101])[N:97]1[CH2:102][CH2:103][CH2:104][CH2:105][CH2:106][C:107]([NH:109][NH2:110])=[O:108]. Product: [O:101]=[C:98]1[CH:99]=[CH:100][C:96](=[O:95])[N:97]1[CH2:102][CH2:103][CH2:104][CH2:105][CH2:106][C:107]([NH:109][NH:110][C:79](=[O:78])[CH2:92][CH2:90][CH2:91][CH2:11][CH:9]([CH3:10])[C@@H:8]([C:12]([NH:14][C@H:15]([C:19]([N:21]([C@@H:23]([C@@H:57]([CH3:60])[CH2:58][CH3:59])[C@H:24]([O:55][CH3:56])[CH2:25][C:26]([N:28]1[CH2:32][CH2:31][CH2:30][C@H:29]1[C@H:33]([O:53][CH3:54])[C@@H:34]([CH3:52])[C:35]([NH:37][C@@H:38]([CH2:42][C:43]1[C:51]2[C:46](=[CH:47][CH:48]=[CH:49][CH:50]=2)[NH:45][CH:44]=1)[C:39]([NH2:41])=[O:40])=[O:36])=[O:27])[CH3:22])=[O:20])[CH:16]([CH3:18])[CH3:17])=[O:13])[NH:7][CH3:61])=[O:108]. The catalyst class is: 3. (2) Reactant: [BH4-].[Na+].[CH2:3]([O:10][C:11]([CH:13]1[CH2:18][CH2:17][CH:16]([CH2:19][CH:20]=[O:21])[CH2:15][CH2:14]1)=[O:12])[C:4]1[CH:9]=[CH:8][CH:7]=[CH:6][CH:5]=1. Product: [CH2:3]([O:10][C:11]([CH:13]1[CH2:18][CH2:17][CH:16]([CH2:19][CH2:20][OH:21])[CH2:15][CH2:14]1)=[O:12])[C:4]1[CH:9]=[CH:8][CH:7]=[CH:6][CH:5]=1. The catalyst class is: 5. (3) Reactant: [F:1][C:2]1[CH:15]=[CH:14][C:5]2[O:6][CH2:7][CH2:8][C:9]([C:11]([OH:13])=O)=[CH:10][C:4]=2[CH:3]=1.[N:16]1[CH:21]=[C:20]([C:22]2[CH:23]=[C:24]([NH2:28])[CH:25]=[CH:26][CH:27]=2)[CH:19]=[N:18][CH:17]=1.Cl.C(N=C=NCCCN(C)C)C. Product: [N:16]1[CH:21]=[C:20]([C:22]2[CH:23]=[C:24]([NH:28][C:11]([C:9]3[CH2:8][CH2:7][O:6][C:5]4[CH:14]=[CH:15][C:2]([F:1])=[CH:3][C:4]=4[CH:10]=3)=[O:13])[CH:25]=[CH:26][CH:27]=2)[CH:19]=[N:18][CH:17]=1. The catalyst class is: 4. (4) Reactant: Br[CH2:2][CH2:3][CH2:4][C:5]([O:7][CH3:8])=[O:6].C(=O)([O-])[O-].[Cs+].[Cs+].CN(C=O)C.[CH3:20][O:21][C:22](=[O:43])[C:23]1[CH:28]=[C:27]([CH3:29])[C:26]([O:30][C:31]([F:34])([F:33])[F:32])=[CH:25][C:24]=1[NH:35][C:36]([O:38][C:39]([CH3:42])([CH3:41])[CH3:40])=[O:37]. Product: [CH3:20][O:21][C:22](=[O:43])[C:23]1[CH:28]=[C:27]([CH3:29])[C:26]([O:30][C:31]([F:34])([F:32])[F:33])=[CH:25][C:24]=1[N:35]([C:36]([O:38][C:39]([CH3:40])([CH3:42])[CH3:41])=[O:37])[CH2:2][CH2:3][CH2:4][C:5]([O:7][CH3:8])=[O:6]. The catalyst class is: 13. (5) Reactant: [Mg].Br[CH2:3][CH2:4][C:5]1[CH:13]=[CH:12][CH:11]=[C:10]2[C:6]=1[CH2:7][CH:8]([CH3:16])[CH:9]2[O:14][CH3:15].[C:17]([OH:20])(=O)[CH3:18]. Product: [CH3:15][O:14][CH:9]1[C:10]2[C:6](=[C:5]([CH2:4][CH2:3][C:17]3([OH:20])[CH2:18][C:13]4[C:5](=[CH:6][CH:10]=[CH:11][CH:12]=4)[CH2:4]3)[CH:13]=[CH:12][CH:11]=2)[CH2:7][CH:8]1[CH3:16]. The catalyst class is: 1. (6) Reactant: Cl.[CH2:2]([N:9]1[CH2:13][CH2:12][C:11]([CH3:15])([NH2:14])[CH2:10]1)[C:3]1[CH:8]=[CH:7][CH:6]=[CH:5][CH:4]=1.C([O-])([O-])=O.[K+].[K+].[CH3:22][C:23]([O:26][C:27](O[C:27]([O:26][C:23]([CH3:25])([CH3:24])[CH3:22])=[O:28])=[O:28])([CH3:25])[CH3:24]. Product: [CH2:2]([N:9]1[CH2:13][CH2:12][C:11]([NH:14][C:27](=[O:28])[O:26][C:23]([CH3:25])([CH3:24])[CH3:22])([CH3:15])[CH2:10]1)[C:3]1[CH:4]=[CH:5][CH:6]=[CH:7][CH:8]=1. The catalyst class is: 12.